Dataset: Catalyst prediction with 721,799 reactions and 888 catalyst types from USPTO. Task: Predict which catalyst facilitates the given reaction. (1) Reactant: [Cl:1][C:2]1[N:13]=[CH:12][CH:11]=[CH:10][C:3]=1[C:4](N(OC)C)=[O:5].[CH3:14][Mg]Cl.[NH4+].[Cl-].Cl.C([O-])(O)=O.[Na+]. Product: [Cl:1][C:2]1[C:3]([C:4](=[O:5])[CH3:14])=[CH:10][CH:11]=[CH:12][N:13]=1. The catalyst class is: 1. (2) The catalyst class is: 5. Product: [OH:17][C:16]1[C:15]([OH:18])=[C:14]([OH:19])[C:13]([CH2:21][N:26]2[CH2:27][CH2:28][CH:24]([OH:23])[CH2:25]2)=[C:12]2[C:11]=1[C:9](=[O:10])[CH:8]=[C:7]([C:4]1[CH:3]=[CH:2][CH:1]=[CH:6][CH:5]=1)[O:20]2. Reactant: [CH:1]1[CH:2]=[CH:3][C:4]([C:7]2[O:20][C:12]3=[CH:13][C:14]([OH:19])=[C:15]([OH:18])[C:16]([OH:17])=[C:11]3[C:9](=[O:10])[CH:8]=2)=[CH:5][CH:6]=1.[CH2:21]=O.[OH:23][CH:24]1[CH2:28][CH2:27][NH:26][CH2:25]1. (3) Reactant: CS(C)=O.C(Cl)(C(Cl)=O)=O.[CH2:11]([N:18]1[CH2:23][CH2:22][CH2:21][CH2:20][CH:19]1[CH2:24][CH2:25][OH:26])[C:12]1[CH:17]=[CH:16][CH:15]=[CH:14][CH:13]=1. Product: [CH2:11]([N:18]1[CH2:23][CH2:22][CH2:21][CH2:20][CH:19]1[CH2:24][CH:25]=[O:26])[C:12]1[CH:17]=[CH:16][CH:15]=[CH:14][CH:13]=1. The catalyst class is: 2. (4) Reactant: [Cl:1][C:2]1[CH:7]=[CH:6][C:5]([N:8]2[C:16]([CH:17]([CH:21]3[CH2:26][CH2:25][CH2:24][CH2:23][CH2:22]3)[C:18](O)=[O:19])=[C:15]3[C:10]([CH2:11][CH2:12][CH2:13][CH2:14]3)=[N:9]2)=[CH:4][CH:3]=1.S(Cl)(Cl)=O.[CH3:31][O:32][C:33](=[O:45])[C:34]1[CH:39]=[CH:38][C:37]([NH2:40])=[C:36]([C:41]([F:44])([F:43])[F:42])[CH:35]=1. Product: [CH3:31][O:32][C:33](=[O:45])[C:34]1[CH:39]=[CH:38][C:37]([NH:40][C:18](=[O:19])[CH:17]([C:16]2[N:8]([C:5]3[CH:4]=[CH:3][C:2]([Cl:1])=[CH:7][CH:6]=3)[N:9]=[C:10]3[C:15]=2[CH2:14][CH2:13][CH2:12][CH2:11]3)[CH:21]2[CH2:26][CH2:25][CH2:24][CH2:23][CH2:22]2)=[C:36]([C:41]([F:43])([F:42])[F:44])[CH:35]=1. The catalyst class is: 142. (5) Reactant: Br[C:2]1[C:3]([CH3:11])=[C:4]([C:7]([F:10])=[CH:8][CH:9]=1)[C:5]#[N:6].C1C(=O)N([Br:19])C(=O)C1.[O:20]1CCO[CH2:22][CH2:21]1. Product: [Br:19][CH2:22][C:21]([C:2]1[C:3]([CH3:11])=[C:4]([C:7]([F:10])=[CH:8][CH:9]=1)[C:5]#[N:6])=[O:20]. The catalyst class is: 235. (6) Reactant: C1COCC1.[CH3:6][C@@H:7]1[N:11]2[C:12]3[C:21]4[C:16](=[CH:17][CH:18]=[CH:19][CH:20]=4)[N:15]=[CH:14][C:13]=3[N:22]=[C:10]2[NH:9][CH2:8]1.[OH-].[Na+].[C:25](O[C:25]([O:27][C:28]([CH3:31])([CH3:30])[CH3:29])=[O:26])([O:27][C:28]([CH3:31])([CH3:30])[CH3:29])=[O:26]. Product: [CH3:6][C@@H:7]1[N:11]2[C:12]3[C:21]4[C:16](=[CH:17][CH:18]=[CH:19][CH:20]=4)[N:15]=[CH:14][C:13]=3[N:22]=[C:10]2[N:9]([C:25]([O:27][C:28]([CH3:31])([CH3:30])[CH3:29])=[O:26])[CH2:8]1. The catalyst class is: 22. (7) Reactant: P(Cl)(Cl)(Cl)=O.[CH3:6][C:7]1[C:13]([OH:14])=[CH:12][CH:11]=[CH:10][C:8]=1[OH:9].CN([CH:18]=[O:19])C. Product: [OH:9][C:8]1[C:7]([CH3:6])=[C:13]([OH:14])[CH:12]=[CH:11][C:10]=1[CH:18]=[O:19]. The catalyst class is: 74. (8) Reactant: [CH3:1][C:2]1[C:6]([CH3:7])=[C:5]([CH3:8])[CH2:4][C:3]=1[C:9]1[CH:10]=[CH:11][CH:12]=[C:13]2[C:18]=1[N:17]=[CH:16][CH:15]=[CH:14]2.[H-].[K+].[CH3:21][Si:22](Cl)([CH3:24])[CH3:23]. Product: [CH3:8][C:5]1[C:4]([Si:22]([CH3:24])([CH3:23])[CH3:21])=[C:3]([C:9]2[CH:10]=[CH:11][CH:12]=[C:13]3[C:18]=2[N:17]=[CH:16][CH:15]=[CH:14]3)[CH:2]([CH3:1])[C:6]=1[CH3:7]. The catalyst class is: 7.